From a dataset of Full USPTO retrosynthesis dataset with 1.9M reactions from patents (1976-2016). Predict the reactants needed to synthesize the given product. (1) Given the product [C:24]([O:23][C:19]([NH:20][NH:21][C:14]([C@H:10]1[CH2:11][CH2:12][CH2:13][N:8]([C:6](=[O:7])[C:5]2[CH:4]=[CH:3][C:2]([F:1])=[CH:18][CH:17]=2)[CH2:9]1)=[O:16])=[O:22])([CH3:27])([CH3:26])[CH3:25], predict the reactants needed to synthesize it. The reactants are: [F:1][C:2]1[CH:18]=[CH:17][C:5]([C:6]([N:8]2[CH2:13][CH2:12][CH2:11][C@H:10]([C:14]([OH:16])=O)[CH2:9]2)=[O:7])=[CH:4][CH:3]=1.[C:19]([O:23][C:24]([CH3:27])([CH3:26])[CH3:25])(=[O:22])[NH:20][NH2:21].C1C=CC2N(O)N=NC=2C=1.CCN=C=NCCCN(C)C.Cl. (2) The reactants are: C(OC(=O)[NH:7][C@@H:8]([CH2:14][N:15](C(OCC1C=CC=CC=1)=O)[CH2:16][C:17]1[CH:22]=[CH:21][C:20]([CH3:23])=[CH:19][C:18]=1[CH3:24])[C@@H:9]([OH:13])[CH2:10][CH2:11][CH3:12])(C)(C)C. Given the product [NH2:7][C@H:8]([C@@H:9]([OH:13])[CH2:10][CH2:11][CH3:12])[CH2:14][NH:15][CH2:16][C:17]1[CH:22]=[CH:21][C:20]([CH3:23])=[CH:19][C:18]=1[CH3:24], predict the reactants needed to synthesize it. (3) Given the product [Br:34][C:4]1[CH:3]=[N:2][N:1]([C:6]2[CH:7]=[N:8][CH:9]=[CH:10][CH:11]=2)[CH:5]=1, predict the reactants needed to synthesize it. The reactants are: [N:1]1([C:6]2[CH:7]=[N:8][CH:9]=[CH:10][CH:11]=2)[CH:5]=[CH:4][CH:3]=[N:2]1.[N+]([O-])([O-])=O.[Ce+4].[NH4+].[N+]([O-])([O-])=O.[N+]([O-])([O-])=O.[N+]([O-])([O-])=O.[N+]([O-])([O-])=O.[Br:34]N1C(=O)CCC1=O.C(OCC)(=O)C. (4) The reactants are: [F:1][C:2]1[CH:7]=[C:6](I)[CH:5]=[CH:4][C:3]=1[N:9]1[CH:14]=[C:13]([O:15][CH3:16])[C:12](=[O:17])[C:11]([C:18]2[N:22]([C:23]3[CH:28]=[CH:27][CH:26]=[CH:25][CH:24]=3)[N:21]=[CH:20][CH:19]=2)=[N:10]1.[NH:29]1[CH:33]=[CH:32][N:31]=[CH:30]1.N[C@@H]1CCCC[C@H]1N.C([O-])([O-])=O.[Cs+].[Cs+]. Given the product [F:1][C:2]1[CH:7]=[C:6]([N:29]2[CH:33]=[CH:32][N:31]=[CH:30]2)[CH:5]=[CH:4][C:3]=1[N:9]1[CH:14]=[C:13]([O:15][CH3:16])[C:12](=[O:17])[C:11]([C:18]2[N:22]([C:23]3[CH:28]=[CH:27][CH:26]=[CH:25][CH:24]=3)[N:21]=[CH:20][CH:19]=2)=[N:10]1, predict the reactants needed to synthesize it.